From a dataset of Forward reaction prediction with 1.9M reactions from USPTO patents (1976-2016). Predict the product of the given reaction. Given the reactants [CH2:1]([N:8]1[CH2:13][CH2:12][CH:11]([C:14](OCC)=O)[C:10](=O)[CH2:9]1)[C:2]1[CH:7]=[CH:6][CH:5]=[CH:4][CH:3]=1.O=C1C(C(OCC)=O)CC[NH:23][CH2:22]1.C(OC(OC(C)(C)C)=O)(OC(C)(C)C)=O.N1CCCCC1.[H-].[Na+].IC.CC1CCNCC1=O.CN.C(O[BH-](OC(=O)C)OC(=O)C)(=O)C.[Na+], predict the reaction product. The product is: [CH2:1]([N:8]1[CH2:13][CH2:12][CH:11]([CH3:14])[CH:10]([NH:23][CH3:22])[CH2:9]1)[C:2]1[CH:7]=[CH:6][CH:5]=[CH:4][CH:3]=1.